Dataset: Reaction yield outcomes from USPTO patents with 853,638 reactions. Task: Predict the reaction yield, written as a fraction of the theoretical maximum amount of product (1.0 means a 100% yield; for example, 0.34 means a 34% yield). (1) The reactants are [C:1]([C:3]1[CH:4]=[C:5]([CH:10]=[C:11]([C:13]([F:16])([F:15])[F:14])[CH:12]=1)[C:6]([O:8]C)=[O:7])#[N:2].[I-].[Li+]. The catalyst is N1C=CC=CC=1. The product is [C:1]([C:3]1[CH:4]=[C:5]([CH:10]=[C:11]([C:13]([F:14])([F:15])[F:16])[CH:12]=1)[C:6]([OH:8])=[O:7])#[N:2]. The yield is 0.920. (2) The reactants are [NH:1]1[CH2:6][CH2:5][CH:4]([NH:7][C:8]2[S:12][C:11]([C:13]#[N:14])=[N:10][N:9]=2)[CH2:3][CH2:2]1.[F:15][C:16]1[CH:17]=[C:18]([CH:21]=[C:22]([C:24]([F:27])([F:26])[F:25])[CH:23]=1)[CH2:19]Br.C(N(C(C)C)CC)(C)C. The catalyst is C(#N)C.CN(C)C=O.ClCCl. The product is [F:15][C:16]1[CH:17]=[C:18]([CH:21]=[C:22]([C:24]([F:25])([F:26])[F:27])[CH:23]=1)[CH2:19][N:1]1[CH2:2][CH2:3][CH:4]([NH:7][C:8]2[S:12][C:11]([C:13]#[N:14])=[N:10][N:9]=2)[CH2:5][CH2:6]1. The yield is 0.0700. (3) The reactants are [Cl:1][C:2]1[CH:7]=[CH:6][C:5]([S:8]([N:11]2[CH:16]=[CH:15][C:14](=O)[C:13](=[CH:18][N:19](C)C)[CH:12]2[C:22]([O:24][CH2:25][CH3:26])=[O:23])(=[O:10])=[O:9])=[CH:4][CH:3]=1.C(O)(=O)C.O.[NH2:32]N. The catalyst is CCO. The product is [Cl:1][C:2]1[CH:3]=[CH:4][C:5]([S:8]([N:11]2[CH:16]=[CH:15][C:14]3[NH:32][N:19]=[CH:18][C:13]=3[CH:12]2[C:22]([O:24][CH2:25][CH3:26])=[O:23])(=[O:10])=[O:9])=[CH:6][CH:7]=1. The yield is 0.300. (4) The reactants are [NH:1]([C:8]([O:10][CH2:11][C:12]1[CH:17]=[CH:16][CH:15]=[CH:14][CH:13]=1)=[O:9])[C@H:2]([C:5]([OH:7])=O)[CH2:3][OH:4].[C:18]1([Mg]Br)[CH:23]=[CH:22][CH:21]=[CH:20][CH:19]=1.Cl.CCCCCC. The catalyst is C1COCC1.C(OCC)(=O)C. The product is [OH:4][CH2:3][C@H:2]([NH:1][C:8](=[O:9])[O:10][CH2:11][C:12]1[CH:17]=[CH:16][CH:15]=[CH:14][CH:13]=1)[C:5](=[O:7])[C:18]1[CH:23]=[CH:22][CH:21]=[CH:20][CH:19]=1. The yield is 0.200. (5) The reactants are [Cl:1][C:2]1[N:3]=[CH:4][C:5]2[NH:6][C:7](=[O:21])[C:8]([F:20])([F:19])[CH2:9][N:10]([CH:13]3[CH2:18][CH2:17][CH2:16][CH2:15][CH2:14]3)[C:11]=2[N:12]=1.[H-].[Na+].[CH3:24]I. The catalyst is CC(N(C)C)=O. The product is [Cl:1][C:2]1[N:3]=[CH:4][C:5]2[N:6]([CH3:24])[C:7](=[O:21])[C:8]([F:19])([F:20])[CH2:9][N:10]([CH:13]3[CH2:18][CH2:17][CH2:16][CH2:15][CH2:14]3)[C:11]=2[N:12]=1. The yield is 0.479. (6) The reactants are [CH3:1][O:2][CH:3]([O:6][CH3:7])[CH2:4][NH2:5].[OH-].[Na+].Cl[C:11]([O:13][CH2:14][C:15]1[CH:20]=[CH:19][CH:18]=[CH:17][CH:16]=1)=[O:12]. The catalyst is C1(C)C=CC=CC=1. The product is [CH3:1][O:2][CH:3]([O:6][CH3:7])[CH2:4][NH:5][C:11](=[O:12])[O:13][CH2:14][C:15]1[CH:20]=[CH:19][CH:18]=[CH:17][CH:16]=1. The yield is 0.980. (7) The reactants are C(=O)([O-])[O-].[K+].[K+].[C:7](Cl)(=[O:16])[O:8][CH2:9][C:10]1[CH:15]=[CH:14][CH:13]=[CH:12][CH:11]=1.[CH3:18][C:19]1[CH:33]=[CH:32][C:22]([C:23]([N:25]2[CH2:30][CH2:29][CH2:28][C@@H:27]([NH2:31])[CH2:26]2)=[O:24])=[CH:21][CH:20]=1.[Cl-].[Na+]. The catalyst is ClC1C=CC=CC=1. The product is [CH3:18][C:19]1[CH:20]=[CH:21][C:22]([C:23]([N:25]2[CH2:30][CH2:29][CH2:28][C@@H:27]([NH:31][C:7]([O:8][CH2:9][C:10]3[CH:15]=[CH:14][CH:13]=[CH:12][CH:11]=3)=[O:16])[CH2:26]2)=[O:24])=[CH:32][CH:33]=1. The yield is 0.730.